From a dataset of Peptide-MHC class II binding affinity with 134,281 pairs from IEDB. Regression. Given a peptide amino acid sequence and an MHC pseudo amino acid sequence, predict their binding affinity value. This is MHC class II binding data. (1) The peptide sequence is YDKFLANVSTVLIGK. The MHC is DRB1_0401 with pseudo-sequence DRB1_0401. The binding affinity (normalized) is 0.193. (2) The peptide sequence is GSLKPNCGNKVVVSY. The MHC is DRB1_0701 with pseudo-sequence DRB1_0701. The binding affinity (normalized) is 0.383.